This data is from Reaction yield outcomes from USPTO patents with 853,638 reactions. The task is: Predict the reaction yield, written as a fraction of the theoretical maximum amount of product (1.0 means a 100% yield; for example, 0.34 means a 34% yield). (1) The reactants are [C:1]([NH:9][C:10]1[CH:33]=[CH:32][N:13]([C@@H:14]2[O:31][C@H:21]([CH2:22][O:23][Si](C(C)(C)C)(C)C)[C@@H:16]([O:17][CH2:18]SC)[CH2:15]2)[C:12](=[O:34])[N:11]=1)(=[O:8])[C:2]1[CH:7]=[CH:6][CH:5]=[CH:4][CH:3]=1.C(NC1C=CN([C@@H]2O[C@H](CO[Si](C(C)(C)C)(C)C)[C@@H](O)C2)C(=O)N=1)(=O)C1C=CC=CC=1.[N-:66]=[N+:67]=[N-:68].[Na+].[NH4+].[F-]. The catalyst is C(Cl)Cl. The product is [C:1]([NH:9][C:10]1[CH:33]=[CH:32][N:13]([C@@H:14]2[O:31][C@H:21]([CH2:22][OH:23])[C@@H:16]([O:17][CH2:18][N:66]=[N+:67]=[N-:68])[CH2:15]2)[C:12](=[O:34])[N:11]=1)(=[O:8])[C:2]1[CH:3]=[CH:4][CH:5]=[CH:6][CH:7]=1. The yield is 0.500. (2) The reactants are [CH3:1][Mg]Br.[CH3:4][O:5][CH2:6][N:7]1[C:11]2[CH:12]=[CH:13][C:14]([C:16]([C:18]3[N:22]([CH2:23][O:24][CH2:25][CH2:26][Si:27]([CH3:30])([CH3:29])[CH3:28])[N:21]=[CH:20][CH:19]=3)=[O:17])=[CH:15][C:10]=2[S:9][C:8]1=[O:31]. The catalyst is C1COCC1. The product is [OH:17][C:16]([C:14]1[CH:13]=[CH:12][C:11]2[N:7]([CH2:6][O:5][CH3:4])[C:8](=[O:31])[S:9][C:10]=2[CH:15]=1)([C:18]1[N:22]([CH2:23][O:24][CH2:25][CH2:26][Si:27]([CH3:30])([CH3:29])[CH3:28])[N:21]=[CH:20][CH:19]=1)[CH3:1]. The yield is 0.990. (3) The reactants are [CH2:1]([N:8]1[CH2:12][C@H:11]([C:13]2[CH:18]=[CH:17][C:16]([F:19])=[C:15]([F:20])[CH:14]=2)[C@@H:10]([C@@H:21]([OH:23])[CH3:22])[CH2:9]1)[C:2]1[CH:7]=[CH:6][CH:5]=[CH:4][CH:3]=1.[H-].[Na+].Cl[C:27]1[CH:34]=[CH:33][C:30]([C:31]#[N:32])=[CH:29][N:28]=1. The catalyst is CN(C=O)C. The product is [CH2:1]([N:8]1[CH2:12][C@H:11]([C:13]2[CH:18]=[CH:17][C:16]([F:19])=[C:15]([F:20])[CH:14]=2)[C@@H:10]([C@@H:21]([O:23][C:27]2[CH:34]=[CH:33][C:30]([C:31]#[N:32])=[CH:29][N:28]=2)[CH3:22])[CH2:9]1)[C:2]1[CH:3]=[CH:4][CH:5]=[CH:6][CH:7]=1. The yield is 0.600. (4) The reactants are [CH3:1][N:2]([CH3:21])[S:3]([CH2:6][CH2:7][C:8]1[CH:13]=[CH:12][C:11]([NH2:14])=[C:10]([C:15]2[CH2:20][CH2:19][CH2:18][CH2:17][CH:16]=2)[CH:9]=1)(=[O:5])=[O:4].C1CN([P+](Br)(N2CCCC2)N2CCCC2)CC1.F[P-](F)(F)(F)(F)F.[K+].[C:47]([C:49]1[N:50]=[C:51]([C:62]([O-])=[O:63])[N:52]([CH2:54][O:55][CH2:56][CH2:57][Si:58]([CH3:61])([CH3:60])[CH3:59])[CH:53]=1)#[N:48].CCN(C(C)C)C(C)C. The catalyst is C(Cl)Cl. The product is [C:15]1([C:10]2[CH:9]=[C:8]([CH2:7][CH2:6][S:3](=[O:4])(=[O:5])[N:2]([CH3:1])[CH3:21])[CH:13]=[CH:12][C:11]=2[NH:14][C:62]([C:51]2[N:52]([CH2:54][O:55][CH2:56][CH2:57][Si:58]([CH3:61])([CH3:60])[CH3:59])[CH:53]=[C:49]([C:47]#[N:48])[N:50]=2)=[O:63])[CH2:20][CH2:19][CH2:18][CH2:17][CH:16]=1. The yield is 1.00. (5) The reactants are Cl[C:2]1[N:3]=[C:4]([OH:12])[C:5]2[CH:11]=[CH:10][N:9]=[CH:8][C:6]=2[N:7]=1.[CH:13]([OH:16])([CH3:15])[CH3:14]. No catalyst specified. The product is [CH3:14][CH:13]([O:16][C:2]1[NH:3][C:4](=[O:12])[C:5]2[CH:11]=[CH:10][N:9]=[CH:8][C:6]=2[N:7]=1)[CH3:15]. The yield is 0.480.